This data is from Catalyst prediction with 721,799 reactions and 888 catalyst types from USPTO. The task is: Predict which catalyst facilitates the given reaction. (1) Reactant: [NH:1]([C:33]([O:35][CH2:36][CH:37]=[CH2:38])=[O:34])[C@@H:2]([C:4]([NH:6][C@H:7]([C:15]([NH:17][C@H:18]([C:30]([OH:32])=[O:31])[CH2:19][CH2:20][CH2:21][CH2:22][NH:23][C:24]([O:26][CH2:27][CH:28]=[CH2:29])=[O:25])=[O:16])[CH2:8][C:9]1[CH:14]=[CH:13][CH:12]=[CH:11][CH:10]=1)=[O:5])[CH3:3].[CH3:39][C:40]([NH:51][CH2:52][CH:53]([OH:69])[CH2:54][O:55][C:56]1[C:61]2[C:62]3[C:67]([NH:68][C:60]=2[CH:59]=[CH:58][CH:57]=1)=[CH:66][CH:65]=[CH:64][CH:63]=3)([C:42]1[CH:47]=[CH:46][C:45]([N:48]=[N+:49]=[N-:50])=[CH:44][CH:43]=1)[CH3:41].C1C(C(O)=O)=CC=C(N)C=1.N1C=CC=CC=1.ClC(OC1C=CC([N+]([O-])=O)=CC=1)=O. Product: [NH:1]([C:33]([O:35][CH2:36][CH:37]=[CH2:38])=[O:34])[C@@H:2]([C:4]([NH:6][C@H:7]([C:15]([NH:17][C@H:18]([C:30]([OH:32])=[O:31])[CH2:19][CH2:20][CH2:21][CH2:22][NH:23][C:24]([O:26][CH2:27][CH:28]=[CH2:29])=[O:25])=[O:16])[CH2:8][C:9]1[CH:10]=[CH:11][CH:12]=[CH:13][CH:14]=1)=[O:5])[CH3:3].[CH3:41][C:40]([NH:51][CH2:52][CH:53]([OH:69])[CH2:54][O:55][C:56]1[C:61]2[C:62]3[C:67]([NH:68][C:60]=2[CH:59]=[CH:58][CH:57]=1)=[CH:66][CH:65]=[CH:64][CH:63]=3)([C:42]1[CH:47]=[CH:46][C:45]([N:48]=[N+:49]=[N-:50])=[CH:44][CH:43]=1)[CH3:39].[CH3:41][C:40]([NH:51][CH2:52][CH:53]([OH:69])[CH2:54][O:55][C:56]1[C:61]2[C:62]3[C:67]([NH:68][C:60]=2[CH:59]=[CH:58][CH:57]=1)=[CH:66][CH:65]=[CH:64][CH:63]=3)([C:42]1[CH:47]=[CH:46][C:45]([N:48]=[N+:49]=[N-:50])=[CH:44][CH:43]=1)[CH3:39]. The catalyst class is: 4. (2) Reactant: [CH3:1][O:2][C:3]1[CH:4]=[C:5]2[C:10](=[CH:11][CH:12]=1)[C:9](=[O:13])[NH:8][C:7](=[O:14])[CH2:6]2.[C:15]([O:18][C:19](=O)C)(=O)C.COC(OC)OC. Product: [CH3:1][O:2][C:3]1[CH:4]=[C:5]2[C:10](=[CH:11][CH:12]=1)[C:9](=[O:13])[NH:8][C:7](=[O:14])[C:6]2=[CH:15][O:18][CH3:19]. The catalyst class is: 9. (3) Reactant: [Cl:1][C:2]1[CH:18]=[C:17]([Cl:19])[CH:16]=[CH:15][C:3]=1[CH2:4][NH:5][C:6]([N:8]1[CH2:14][CH:13]2[CH:10]([CH2:11][NH:12]2)[CH2:9]1)=[O:7].C(N(CC)CC)C.N1C=CC=CC=1.[C:33]1([S:39](Cl)(=[O:41])=[O:40])[CH:38]=[CH:37][CH:36]=[CH:35][CH:34]=1. Product: [Cl:1][C:2]1[CH:18]=[C:17]([Cl:19])[CH:16]=[CH:15][C:3]=1[CH2:4][NH:5][C:6]([N:8]1[CH2:14][CH:13]2[CH:10]([CH2:11][N:12]2[S:39]([C:33]2[CH:38]=[CH:37][CH:36]=[CH:35][CH:34]=2)(=[O:41])=[O:40])[CH2:9]1)=[O:7]. The catalyst class is: 4. (4) Reactant: [CH2:1]([C@@H:3]1[O:5][CH2:4]1)[Cl:2].[N:6]1([S:12](N)(=[O:14])=[O:13])[CH2:11][CH2:10][NH:9][CH2:8][CH2:7]1.[C:16](O)(C(F)(F)F)=O.C(N(C(C)C)CC)(C)C. Product: [Cl:2][CH2:1][C@H:3]([OH:5])[CH2:4][N:9]1[CH2:10][CH2:11][N:6]([S:12]([CH3:16])(=[O:14])=[O:13])[CH2:7][CH2:8]1. The catalyst class is: 8. (5) Reactant: FC(F)(F)C(O)=O.[Cl:8][C:9]1[C:10]([F:40])=[C:11]([CH:15]2[C:19]([C:22]3[CH:27]=[CH:26][C:25]([Cl:28])=[CH:24][C:23]=3[F:29])([C:20]#[N:21])[CH:18]([CH2:30][C:31]([CH3:36])([CH3:35])[CH2:32][CH2:33][OH:34])[NH:17][CH:16]2[C:37](O)=[O:38])[CH:12]=[CH:13][CH:14]=1.[NH2:41][C:42]1[CH:47]=[CH:46][N:45]([CH3:48])[C:44](=[O:49])[CH:43]=1.CN(C(ON1N=NC2C=CC=NC1=2)=[N+](C)C)C.F[P-](F)(F)(F)(F)F.CCN(C(C)C)C(C)C. Product: [CH3:48][N:45]1[CH:46]=[CH:47][C:42]([NH:41][C:37]([CH:16]2[CH:15]([C:11]3[CH:12]=[CH:13][CH:14]=[C:9]([Cl:8])[C:10]=3[F:40])[C:19]([C:22]3[CH:27]=[CH:26][C:25]([Cl:28])=[CH:24][C:23]=3[F:29])([C:20]#[N:21])[CH:18]([CH2:30][C:31]([CH3:36])([CH3:35])[CH2:32][CH2:33][OH:34])[NH:17]2)=[O:38])=[CH:43][C:44]1=[O:49]. The catalyst class is: 2. (6) Reactant: [OH:1][CH:2]1[CH2:7][CH2:6][CH2:5][C:4](=O)[C:3]1([CH3:10])[CH3:9].Cl.[NH2:12][OH:13].C(=O)([O-])[O-].[Na+].[Na+]. Product: [OH:1][CH:2]1[CH2:7][CH2:6][CH2:5][C:4](=[N:12][OH:13])[C:3]1([CH3:10])[CH3:9]. The catalyst class is: 88.